From a dataset of Forward reaction prediction with 1.9M reactions from USPTO patents (1976-2016). Predict the product of the given reaction. (1) Given the reactants [Cl:1][C:2]1[CH:7]=[CH:6][C:5](N)=[CH:4][C:3]=1[N+:9]([O-:11])=[O:10].N([O-])=O.[Na+].[BrH:16], predict the reaction product. The product is: [Br:16][C:5]1[CH:6]=[CH:7][C:2]([Cl:1])=[C:3]([N+:9]([O-:11])=[O:10])[CH:4]=1. (2) Given the reactants [OH:1][C:2]1[CH:3]=[C:4]([CH:16]=[CH:17][CH:18]=1)[C:5]1[CH2:6][O:7][C:8]2[C:13]([CH:14]=1)=[CH:12][CH:11]=[C:10](O)[CH:9]=2.[NH2:19][C:20]1[CH:25]=[CH:24][C:23]([CH3:26])=[CH:22][CH:21]=1.[CH2:27]=[O:28].[CH2:29](O)C, predict the reaction product. The product is: [C:23]1([CH3:26])[CH:24]=[CH:25][C:20]([N:19]2[CH2:29][C:11]3[CH:12]=[C:13]4[C:8](=[CH:9][C:10]=3[O:28][CH2:27]2)[O:7][CH2:6][C:5]([C:4]2[CH:3]=[C:2]([OH:1])[CH:18]=[CH:17][CH:16]=2)=[CH:14]4)=[CH:21][CH:22]=1. (3) Given the reactants [CH:1]1([CH2:7][O:8][CH2:9][CH2:10][CH2:11][CH2:12][CH2:13][CH2:14][CH2:15][C:16]2[CH:22]=[CH:21][C:19]([NH2:20])=[CH:18][CH:17]=2)[CH2:6][CH2:5][CH2:4][CH2:3][CH2:2]1.[C:23]([C:25]1([C:28](O)=[O:29])[CH2:27][CH2:26]1)#[N:24], predict the reaction product. The product is: [C:23]([C:25]1([C:28]([NH:20][C:19]2[CH:21]=[CH:22][C:16]([CH2:15][CH2:14][CH2:13][CH2:12][CH2:11][CH2:10][CH2:9][O:8][CH2:7][CH:1]3[CH2:6][CH2:5][CH2:4][CH2:3][CH2:2]3)=[CH:17][CH:18]=2)=[O:29])[CH2:27][CH2:26]1)#[N:24]. (4) Given the reactants [NH2:1][C:2]1[N:7]=[CH:6][C:5]([CH2:8][CH:9]([C:15]2[N:16]=[CH:17][N:18]([CH2:20][C:21]#[C:22][CH3:23])[CH:19]=2)[C:10]([O:12]CC)=[O:11])=[CH:4][CH:3]=1.[OH-].[Na+].Cl, predict the reaction product. The product is: [NH2:1][C:2]1[N:7]=[CH:6][C:5]([CH2:8][CH:9]([C:15]2[N:16]=[CH:17][N:18]([CH2:20][C:21]#[C:22][CH3:23])[CH:19]=2)[C:10]([OH:12])=[O:11])=[CH:4][CH:3]=1. (5) Given the reactants [CH3:1][O:2][C:3]1[C:8]([C:9]2[CH:14]=[CH:13][CH:12]=[CH:11][CH:10]=2)=[CH:7][C:6]([C:15]([O:17]C)=[O:16])=[CH:5][CH:4]=1, predict the reaction product. The product is: [CH3:1][O:2][C:3]1[C:8]([C:9]2[CH:14]=[CH:13][CH:12]=[CH:11][CH:10]=2)=[CH:7][C:6]([C:15]([OH:17])=[O:16])=[CH:5][CH:4]=1.